Dataset: Forward reaction prediction with 1.9M reactions from USPTO patents (1976-2016). Task: Predict the product of the given reaction. (1) Given the reactants C[O:2][C:3](=[O:23])[C:4]1[CH:9]=[CH:8][C:7]([O:10][CH3:11])=[C:6]([O:12][CH2:13][CH2:14][C:15]2[CH:20]=[C:19]([CH3:21])[CH:18]=[CH:17][C:16]=2[F:22])[CH:5]=1.[OH-].[Li+], predict the reaction product. The product is: [F:22][C:16]1[CH:17]=[CH:18][C:19]([CH3:21])=[CH:20][C:15]=1[CH2:14][CH2:13][O:12][C:6]1[CH:5]=[C:4]([CH:9]=[CH:8][C:7]=1[O:10][CH3:11])[C:3]([OH:23])=[O:2]. (2) Given the reactants Cl.[CH:2]([N:5]([CH:9]1[CH2:14][CH2:13][NH:12][CH2:11][CH2:10]1)[C:6](=[O:8])[CH3:7])([CH3:4])[CH3:3].F[C:16]1[CH:23]=[CH:22][C:19]([CH:20]=[O:21])=[CH:18][CH:17]=1.C([O-])([O-])=O.[K+].[K+], predict the reaction product. The product is: [CH:20]([C:19]1[CH:22]=[CH:23][C:16]([N:12]2[CH2:11][CH2:10][CH:9]([N:5]([CH:2]([CH3:4])[CH3:3])[C:6](=[O:8])[CH3:7])[CH2:14][CH2:13]2)=[CH:17][CH:18]=1)=[O:21]. (3) Given the reactants FC(F)(F)S(O[C:7]1[CH2:8][CH2:9][N:10]([C:13]([O:15][C:16]([CH3:19])([CH3:18])[CH3:17])=[O:14])[CH2:11][CH:12]=1)(=O)=O.C(=O)([O-])[O-].[Na+].[Na+].[C:28]([C:30]1[CH:35]=[CH:34][C:33](OB(O)O)=[CH:32][CH:31]=1)#[N:29].[Cl-].[Li+], predict the reaction product. The product is: [C:28]([C:30]1[CH:35]=[CH:34][C:33]([C:7]2[CH2:8][CH2:9][N:10]([C:13]([O:15][C:16]([CH3:19])([CH3:18])[CH3:17])=[O:14])[CH2:11][CH:12]=2)=[CH:32][CH:31]=1)#[N:29]. (4) Given the reactants [Cl:1][C:2]1[CH:8]=[CH:7][C:5]([NH2:6])=[C:4]([N:9]2[CH:13]=[C:12]([CH3:14])[N:11]=[C:10]2[CH:15]2[CH2:20][CH2:19][CH2:18][CH2:17][CH2:16]2)[CH:3]=1.[C:21](N1C=CN=C1)(N1C=CN=C1)=[O:22].O, predict the reaction product. The product is: [Cl:1][C:2]1[CH:3]=[C:4]2[C:5]([NH:6][C:21](=[O:22])[C:13]3[N:9]2[C:10]([CH:15]2[CH2:16][CH2:17][CH2:18][CH2:19][CH2:20]2)=[N:11][C:12]=3[CH3:14])=[CH:7][CH:8]=1.